Dataset: Catalyst prediction with 721,799 reactions and 888 catalyst types from USPTO. Task: Predict which catalyst facilitates the given reaction. (1) Reactant: [N:1]1[CH:6]=[CH:5][C:4]([NH:7][C:8](=[O:15])OCC(Cl)(Cl)Cl)=[CH:3][CH:2]=1.[C:16]1([C:22]2[N:23]=[C:24]([N:27]3[CH2:32][CH2:31][NH:30][CH2:29][CH2:28]3)[S:25][CH:26]=2)[CH:21]=[CH:20][CH:19]=[CH:18][CH:17]=1.C(N(C(C)C)CC)(C)C.O. Product: [C:16]1([C:22]2[N:23]=[C:24]([N:27]3[CH2:32][CH2:31][N:30]([C:8]([NH:7][C:4]4[CH:3]=[CH:2][N:1]=[CH:6][CH:5]=4)=[O:15])[CH2:29][CH2:28]3)[S:25][CH:26]=2)[CH:17]=[CH:18][CH:19]=[CH:20][CH:21]=1. The catalyst class is: 16. (2) The catalyst class is: 8. Reactant: [CH3:1][C:2]1[C:6]2[C:7](=[O:20])[N:8]([CH2:12][CH2:13][N:14]3[CH2:19][CH2:18][O:17][CH2:16][CH2:15]3)[CH2:9][CH2:10][CH2:11][C:5]=2[NH:4][C:3]=1C=O.[Cl:23][C:24]1[CH:25]=[C:26]2[C:30](=[CH:31][CH:32]=1)[NH:29][C:28](=[O:33])[CH2:27]2.N1CCCC[CH2:35]1. Product: [Cl:23][C:24]1[CH:25]=[C:26]2[C:30](=[CH:31][CH:32]=1)[NH:29][C:28](=[O:33])[C:27]2=[CH:35][N:4]1[C:5]2[CH2:11][CH2:10][CH2:9][N:8]([CH2:12][CH2:13][N:14]3[CH2:15][CH2:16][O:17][CH2:18][CH2:19]3)[C:7](=[O:20])[C:6]=2[C:2]([CH3:1])=[CH:3]1. (3) Reactant: [C:1]([O:5][C:6]([N:8]1[CH2:13][CH2:12][N:11](CC2C=CC=CC=2)[CH2:10][C@@H:9]1[CH2:21][CH2:22][CH3:23])=[O:7])([CH3:4])([CH3:3])[CH3:2]. Product: [C:1]([O:5][C:6]([N:8]1[CH2:13][CH2:12][NH:11][CH2:10][C@@H:9]1[CH2:21][CH2:22][CH3:23])=[O:7])([CH3:4])([CH3:3])[CH3:2]. The catalyst class is: 43. (4) Reactant: [Cl:1][C:2]1[CH:22]=[C:21]([Cl:23])[CH:20]=[CH:19][C:3]=1[O:4][CH2:5][CH2:6][CH2:7][N:8]([CH2:16][C:17]#[CH:18])C(=O)OC(C)(C)C.[C:24]([OH:30])([C:26]([F:29])([F:28])[F:27])=[O:25].CC(OC)(C)C.CCCCCC. Product: [F:27][C:26]([F:29])([F:28])[C:24]([O-:30])=[O:25].[Cl:1][C:2]1[CH:22]=[C:21]([Cl:23])[CH:20]=[CH:19][C:3]=1[O:4][CH2:5][CH2:6][CH2:7][NH2+:8][CH2:16][C:17]#[CH:18]. The catalyst class is: 3. (5) Reactant: [F:1][C:2]1[CH:7]=[C:6]([OH:8])[CH:5]=[C:4]([F:9])[C:3]=1[C:10]1[N:15]=[C:14]([C:16]([O:18][CH3:19])=[O:17])[CH:13]=[CH:12][C:11]=1[F:20].O[CH:22]1[CH2:27][CH2:26][N:25]([C:28]([O:30][C:31]([CH3:34])([CH3:33])[CH3:32])=[O:29])[CH2:24][CH2:23]1.C1(P(C2C=CC=CC=2)C2C=CC=CC=2)C=CC=CC=1.CC(OC(/N=N/C(OC(C)C)=O)=O)C. Product: [C:31]([O:30][C:28]([N:25]1[CH2:26][CH2:27][CH:22]([O:8][C:6]2[CH:5]=[C:4]([F:9])[C:3]([C:10]3[N:15]=[C:14]([C:16]([O:18][CH3:19])=[O:17])[CH:13]=[CH:12][C:11]=3[F:20])=[C:2]([F:1])[CH:7]=2)[CH2:23][CH2:24]1)=[O:29])([CH3:34])([CH3:32])[CH3:33]. The catalyst class is: 1. (6) Reactant: [Cl:1][C:2]1[CH:3]=[C:4]([CH:16]=[CH:17][CH:18]=1)[O:5][C:6]1[CH:7]=[C:8]([CH2:14]O)[CH:9]=[CH:10][C:11]=1[O:12][CH3:13].C1(P(C2C=CC=CC=2)C2C=CC=CC=2)C=CC=CC=1.C1C(=O)N([Br:45])C(=O)C1. Product: [Br:45][CH2:14][C:8]1[CH:9]=[CH:10][C:11]([O:12][CH3:13])=[C:6]([O:5][C:4]2[CH:16]=[CH:17][CH:18]=[C:2]([Cl:1])[CH:3]=2)[CH:7]=1. The catalyst class is: 2. (7) Reactant: C([O:8][C@@H](C)CO)C1C=CC=CC=1.[CH2:13]([S:15]([C:18]1[CH:19]=[C:20]([C:24]2[C:29]3[C:30]4[CH:36]=[C:35]([CH3:37])[CH:34]=[N:33][C:31]=4[NH:32][C:28]=3[C:27]([O:38][CH2:39][CH2:40][CH2:41]N(C)C)=[N:26][CH:25]=2)[CH:21]=[CH:22][CH:23]=1)(=[O:17])=[O:16])[CH3:14]. Product: [CH2:13]([S:15]([C:18]1[CH:19]=[C:20]([C:24]2[C:29]3[C:30]4[CH:36]=[C:35]([CH3:37])[CH:34]=[N:33][C:31]=4[NH:32][C:28]=3[C:27]([O:38][CH2:39][C@@H:40]([OH:8])[CH3:41])=[N:26][CH:25]=2)[CH:21]=[CH:22][CH:23]=1)(=[O:16])=[O:17])[CH3:14]. The catalyst class is: 19. (8) Reactant: [Br:1][C:2]1[CH:7]=[C:6]([CH2:8][O:9][Si:10]([CH:17]([CH3:19])[CH3:18])([CH:14]([CH3:16])[CH3:15])[CH:11]([CH3:13])[CH3:12])[C:5]([Cl:20])=[CH:4][C:3]=1[CH2:21][OH:22].[H-].[Na+].[CH2:25](Br)[CH:26]=[CH2:27]. Product: [CH2:27]([O:22][CH2:21][C:3]1[C:2]([Br:1])=[CH:7][C:6]([CH2:8][O:9][Si:10]([CH:17]([CH3:19])[CH3:18])([CH:11]([CH3:12])[CH3:13])[CH:14]([CH3:15])[CH3:16])=[C:5]([Cl:20])[CH:4]=1)[CH:26]=[CH2:25]. The catalyst class is: 3. (9) Reactant: C(OCC([N:8]([C@H:10]1[CH2:15][CH2:14][C@H:13]([C:16]([NH:18][C:19]2[C:23]3[CH:24]=[C:25]([C:28]([N:30]([CH3:32])[CH3:31])=[O:29])[CH:26]=[CH:27][C:22]=3[O:21][C:20]=2[C:33]([NH:35][C:36]2[CH:41]=[CH:40][C:39]([Cl:42])=[CH:38][N:37]=2)=[O:34])=[O:17])[CH2:12][CH2:11]1)[CH3:9])=O)(=O)C.[OH-:43].[Na+].Cl.[O:46]1CC[CH2:48][CH2:47]1.CO. Product: [CH3:31][N:30]([CH3:32])[C:28]([C:25]1[CH:26]=[CH:27][C:22]2[O:21][C:20]([C:33]([NH:35][C:36]3[CH:41]=[CH:40][C:39]([Cl:42])=[CH:38][N:37]=3)=[O:34])=[C:19]([NH:18][C:16]([C@H:13]3[CH2:12][CH2:11][C@H:10]([N:8]([OH:43])[CH2:9][C:47](=[O:46])[CH3:48])[CH2:15][CH2:14]3)=[O:17])[C:23]=2[CH:24]=1)=[O:29]. The catalyst class is: 22. (10) Reactant: [N+:1]([CH2:4][CH:5]([C:7]1[CH:8]=[N:9][C:10]([C:13]([F:16])([F:15])[F:14])=[CH:11][CH:12]=1)[OH:6])([O-])=O.C1COCC1.C([O-])=O.[NH4+]. Product: [NH2:1][CH2:4][CH:5]([C:7]1[CH:8]=[N:9][C:10]([C:13]([F:16])([F:14])[F:15])=[CH:11][CH:12]=1)[OH:6]. The catalyst class is: 43.